Dataset: Catalyst prediction with 721,799 reactions and 888 catalyst types from USPTO. Task: Predict which catalyst facilitates the given reaction. Reactant: C([O:8][C:9]1[CH:14]=[CH:13][C:12]([CH2:15][C:16]([O:23][C:24]2[CH:29]=[CH:28][C:27]([CH:30]([CH3:32])[CH3:31])=[CH:26][CH:25]=2)([CH3:22])[C:17]([O:19][CH2:20][CH3:21])=[O:18])=[CH:11][CH:10]=1)C1C=CC=CC=1. Product: [OH:8][C:9]1[CH:14]=[CH:13][C:12]([CH2:15][C:16]([O:23][C:24]2[CH:25]=[CH:26][C:27]([CH:30]([CH3:31])[CH3:32])=[CH:28][CH:29]=2)([CH3:22])[C:17]([O:19][CH2:20][CH3:21])=[O:18])=[CH:11][CH:10]=1. The catalyst class is: 45.